Dataset: Reaction yield outcomes from USPTO patents with 853,638 reactions. Task: Predict the reaction yield, written as a fraction of the theoretical maximum amount of product (1.0 means a 100% yield; for example, 0.34 means a 34% yield). (1) The reactants are [NH2:1][C:2]1[CH:10]=[C:9]([O:11][CH3:12])[CH:8]=[C:7]([O:13][CH3:14])[C:3]=1[C:4]([NH2:6])=[O:5].[Si]([O:22][CH2:23][CH2:24][O:25][C:26]1[C:27]([C:34]2[CH:44]=[CH:43][C:37]([C:38]([N:40]([CH3:42])[CH3:41])=[O:39])=[CH:36][C:35]=2[CH3:45])=[N:28][C:29]([CH:32]=O)=[CH:30][CH:31]=1)(C(C)(C)C)(C)C.C1(C)C=CC(S(O)(=O)=O)=CC=1.S([O-])(O)=O.[Na+]. The catalyst is CN(C)C(=O)C. The product is [CH3:14][O:13][C:7]1[CH:8]=[C:9]([O:11][CH3:12])[CH:10]=[C:2]2[C:3]=1[C:4](=[O:5])[NH:6][C:32]([C:29]1[N:28]=[C:27]([C:34]3[CH:44]=[CH:43][C:37]([C:38]([N:40]([CH3:42])[CH3:41])=[O:39])=[CH:36][C:35]=3[CH3:45])[C:26]([O:25][CH2:24][CH2:23][OH:22])=[CH:31][CH:30]=1)=[N:1]2. The yield is 0.670. (2) The reactants are [Cl-].[Al+3].[Cl-].[Cl-].N#N.C(Cl)Cl.[N+:10]([C:13]1[CH:22]=[C:21]([O:23][CH2:24][CH2:25][O:26][CH3:27])[C:20]([O:28]C)=[CH:19][C:14]=1[C:15]([O:17][CH3:18])=[O:16])([O-:12])=[O:11]. The catalyst is O.C(OCC)(=O)C. The product is [N+:10]([C:13]1[CH:22]=[C:21]([O:23][CH2:24][CH2:25][O:26][CH3:27])[C:20]([OH:28])=[CH:19][C:14]=1[C:15]([O:17][CH3:18])=[O:16])([O-:12])=[O:11]. The yield is 1.00. (3) The reactants are [C:1](N1C=CC=CC1=O)(N1C=CC=CC1=O)=[S:2].[CH3:17][O:18][CH2:19][C:20]1[N:25]=[CH:24][N:23]=[C:22]([NH2:26])[CH:21]=1. The catalyst is ClCCl. The product is [N:26]([C:22]1[CH:21]=[C:20]([CH2:19][O:18][CH3:17])[N:25]=[CH:24][N:23]=1)=[C:1]=[S:2]. The yield is 0.490. (4) The reactants are [CH2:1]([N:3]1[C:11]2[C:6](=[C:7]([O:13][CH3:14])[CH:8]=[CH:9][C:10]=2[F:12])[C:5]([CH2:15][CH2:16][OH:17])=[CH:4]1)C.F[C:19]1[CH:20]=[C:21]([CH2:33][CH2:34]C2C=CC=CC=2)[C:22](OC)=[C:23]2[C:27]=1NC=C2CCO. No catalyst specified. The product is [F:12][C:10]1[CH:9]=[C:8]([CH2:34][CH2:33][C:21]2[CH:22]=[CH:23][CH:27]=[CH:19][CH:20]=2)[C:7]([O:13][CH3:14])=[C:6]2[C:11]=1[N:3]([CH3:1])[CH:4]=[C:5]2[CH2:15][CH2:16][OH:17]. The yield is 0.690. (5) The reactants are C(OC(N1CC[N:11]([CH2:14][C:15]2[C:16](=[O:38])[N:17]([CH2:30][C:31]3[CH:36]=[CH:35][C:34]([F:37])=[CH:33][CH:32]=3)[N:18]=[C:19]([C:21]3[CH:26]=[CH:25][C:24]([O:27][CH3:28])=[C:23]([F:29])[CH:22]=3)[CH:20]=2)CC1)=O)(C)(C)C.FC1C=CC(CN2C(=O)C(COS(C)(=O)=O)=CC(C3C=CC(OC)=C(F)C=3)=N2)=CC=1. No catalyst specified. The product is [NH2:11][CH2:14][C:15]1[C:16](=[O:38])[N:17]([CH2:30][C:31]2[CH:32]=[CH:33][C:34]([F:37])=[CH:35][CH:36]=2)[N:18]=[C:19]([C:21]2[CH:26]=[CH:25][C:24]([O:27][CH3:28])=[C:23]([F:29])[CH:22]=2)[CH:20]=1. The yield is 0.504. (6) The reactants are [Cl:1][C:2]1[CH:3]=[C:4]([CH:9]([C:28]([F:31])([F:30])[F:29])/[CH:10]=[CH:11]/[C:12]2[CH:13]=[CH:14][C:15]([N:23]3[CH:27]=[N:26][CH:25]=[N:24]3)=[C:16]([CH:22]=2)[C:17]([O:19]CC)=[O:18])[CH:5]=[C:6]([Cl:8])[CH:7]=1. The catalyst is Cl. The product is [Cl:8][C:6]1[CH:5]=[C:4]([CH:9]([C:28]([F:29])([F:31])[F:30])/[CH:10]=[CH:11]/[C:12]2[CH:13]=[CH:14][C:15]([N:23]3[CH:27]=[N:26][CH:25]=[N:24]3)=[C:16]([CH:22]=2)[C:17]([OH:19])=[O:18])[CH:3]=[C:2]([Cl:1])[CH:7]=1. The yield is 0.600. (7) The catalyst is CCOCC.Cl. The product is [Br:1][C:2]1[N:7]=[CH:6][C:5]([CH2:8][C@@H:9]([C:14]([O:15][CH3:16])=[O:24])[NH2:10])=[CH:4][CH:3]=1. The reactants are [Br:1][C:2]1[N:7]=[CH:6][C:5]([CH2:8][C@H:9]2[C:14]([O:15][CH3:16])=N[C@H](C(C)C)C(OC)=[N:10]2)=[CH:4][CH:3]=1.N.C[OH:24]. The yield is 0.460. (8) The reactants are [CH2:1]([C:3]1[C:4]([CH3:10])=[N+:5]([O-:9])[CH:6]=[CH:7][CH:8]=1)[CH3:2].S(=O)(=O)(O)O.[N+:16]([O-])([OH:18])=[O:17]. No catalyst specified. The product is [CH2:1]([C:3]1[C:4]([CH3:10])=[N+:5]([O-:9])[CH:6]=[CH:7][C:8]=1[N+:16]([O-:18])=[O:17])[CH3:2]. The yield is 0.345. (9) The reactants are [H-].[Na+].[CH3:3][O:4][CH2:5][CH2:6][OH:7].C(O[C:11](=[O:27])[C:12]1[CH:17]=[CH:16][CH:15]=[C:14](OCCN2CCOCC2)[CH:13]=1)C.F[C:29](F)(F)[C:30](O)=O.[CH:35]1([NH:38][C:39](=[O:49])[C:40]2[CH:45]=[CH:44][C:43]([CH3:46])=[C:42]([NH:47][NH2:48])[CH:41]=2)[CH2:37][CH2:36]1.[CH:50]([N:53](C(C)C)CC)(C)C. The catalyst is O1CCOCC1. The product is [NH2:53][C:50]1[N:47]([C:42]2[CH:41]=[C:40]([CH:45]=[CH:44][C:43]=2[CH3:46])[C:39]([NH:38][CH:35]2[CH2:37][CH2:36]2)=[O:49])[N:48]=[CH:30][C:29]=1[C:11](=[O:27])[C:12]1[CH:13]=[CH:14][CH:15]=[C:16]([CH:3]2[O:7][CH2:6][CH2:5][O:4]2)[CH:17]=1. The yield is 0.170. (10) The reactants are [C:1]([C:4]1[CH:5]=[C:6]([CH:30]=[CH:31][CH:32]=1)[CH2:7][C@H:8]1[CH2:13][C@H:12]2[C@H:14]3[C@H:23]([CH2:24][CH2:25][C@:10]2([CH3:11])[C@H:9]1[OH:29])[C:22]1[CH:21]=[CH:20][C:19]([C:26](O)=[O:27])=[CH:18][C:17]=1[CH2:16][CH2:15]3)(=[O:3])[NH2:2].F[P-](F)(F)(F)(F)F.N1(O[P+](N(C)C)(N(C)C)N(C)C)C2C=CC=CC=2N=N1.CCN(C(C)C)C(C)C.[BH4-].[Na+]. The catalyst is C1COCC1.O. The product is [OH:29][C@H:9]1[C@@H:8]([CH2:7][C:6]2[CH:5]=[C:4]([CH:32]=[CH:31][CH:30]=2)[C:1]([NH2:2])=[O:3])[CH2:13][C@H:12]2[C@H:14]3[C@H:23]([CH2:24][CH2:25][C@:10]12[CH3:11])[C:22]1[CH:21]=[CH:20][C:19]([CH2:26][OH:27])=[CH:18][C:17]=1[CH2:16][CH2:15]3. The yield is 0.300.